From a dataset of Forward reaction prediction with 1.9M reactions from USPTO patents (1976-2016). Predict the product of the given reaction. (1) Given the reactants [C:1]([CH2:4][O:5][C:6]1[C:11]([O:12][CH2:13][C:14]2[C:19]([O:20][CH3:21])=[CH:18][CH:17]=[CH:16][C:15]=2[F:22])=[CH:10][C:9]([N:23]2[C:31](=[O:32])[NH:30][C:29]3[C:24]2=[N:25][C:26]([CH2:35][OH:36])=[N:27][C:28]=3[O:33][CH3:34])=[C:8]([Cl:37])[CH:7]=1)([OH:3])=O.CN.Cl.[CH2:41]([N:43]=C=NCCCN(C)C)C.Cl, predict the reaction product. The product is: [Cl:37][C:8]1[C:9]([N:23]2[C:31](=[O:32])[NH:30][C:29]3[C:24]2=[N:25][C:26]([CH2:35][OH:36])=[N:27][C:28]=3[O:33][CH3:34])=[CH:10][C:11]([O:12][CH2:13][C:14]2[C:19]([O:20][CH3:21])=[CH:18][CH:17]=[CH:16][C:15]=2[F:22])=[C:6]([CH:7]=1)[O:5][CH2:4][C:1]([NH:43][CH3:41])=[O:3]. (2) Given the reactants [ClH:1].[CH3:2][N:3]([CH3:26])[CH:4]1[CH2:9][CH2:8][N:7]([C:10](=[O:25])[CH2:11][CH2:12][C:13]2[N:14]([CH2:18][C:19]([O:21][CH2:22][CH2:23][CH3:24])=[O:20])[CH:15]=[CH:16][N:17]=2)[CH2:6][CH2:5]1, predict the reaction product. The product is: [ClH:1].[CH3:26][N:3]([CH3:2])[CH:4]1[CH2:9][CH2:8][N:7]([C:10](=[O:25])[CH2:11][CH2:12][C:13]2[N:14]([CH2:18][C:19]([O:21][CH2:22][CH2:23][CH3:24])=[O:20])[CH:15]=[CH:16][N:17]=2)[CH2:6][CH2:5]1.